From a dataset of Peptide-MHC class II binding affinity with 134,281 pairs from IEDB. Regression. Given a peptide amino acid sequence and an MHC pseudo amino acid sequence, predict their binding affinity value. This is MHC class II binding data. The peptide sequence is LAECARRRLRTLVLA. The MHC is DRB4_0103 with pseudo-sequence DRB4_0103. The binding affinity (normalized) is 1.00.